This data is from Serine/threonine kinase 33 screen with 319,792 compounds. The task is: Binary Classification. Given a drug SMILES string, predict its activity (active/inactive) in a high-throughput screening assay against a specified biological target. (1) The compound is Fc1c(NC(=O)NNc2c([N+]([O-])=O)cccc2)ccc(F)c1. The result is 0 (inactive). (2) The molecule is S(c1n(CC2OCCC2)c(nn1)c1ccncc1)CC(=O)Nc1c(OC)cc(OC)cc1. The result is 0 (inactive). (3) The drug is O1CCN(C(=O)N(C2CCCC2)Cc2c3n(nnn3)c3c(c2)cc(cc3)C)CC1. The result is 0 (inactive). (4) The drug is o1c2c(cc(c(OCC(=O)Nc3cc(ccc3)C)c2)CC)c(=O)c(c1C)c1cn(nc1)c1ccccc1. The result is 0 (inactive). (5) The drug is O=C(NC(C(C)C)C(O)=O)C12CC3(CC(C2)CC(C3)C1)c1ccc(cc1)C. The result is 0 (inactive). (6) The compound is Clc1ccc(NC(=O)COC(=O)c2cc(S(=O)(=O)NC)ccc2)nc1. The result is 0 (inactive). (7) The molecule is s1c2nc([nH]c(=O)c2c(c2ccccc2)c1)CSc1n(c(nn1)c1c(F)cccc1)CC=C. The result is 0 (inactive). (8) The compound is O1C(C(O)C(O)C(O)C1Oc1c2c(C(=O)c3c(C2=O)c(O)cc(c3)CO)ccc1)CO. The result is 0 (inactive). (9) The compound is O(c1cc2CCCc2cc1)Cc1ccc(cc1)C(=O)Nc1c(OC)cccc1. The result is 0 (inactive).